Binary Classification. Given a miRNA mature sequence and a target amino acid sequence, predict their likelihood of interaction. From a dataset of Experimentally validated miRNA-target interactions with 360,000+ pairs, plus equal number of negative samples. (1) The miRNA is hsa-miR-3178 with sequence GGGGCGCGGCCGGAUCG. The protein sequence of the target gene is MASPDPPATSYAPSDVPSGVALFLTIPFAFFLPELIFGFLVWTMVAATHIVYPLLQGWVMYVSLTSFLISLMFLLSYLFGFYKRFESWRVLDSLYHGTTGILYMSAAVLQVHATIVSEKLLDPRIYYINSAASFFAFIATLLYILHAFSIYYH. Result: 1 (interaction). (2) The miRNA is hsa-miR-548aw with sequence GUGCAAAAGUCAUCACGGUU. The protein sequence of the target gene is MRSSKSKEVPLPNPRNSQSKDTVQADITTSWDALSQTKAALRHIENKLEVAPTSTAVCDSVMDTKKSSTSATRKISRKDGRYLDDSWVNAPISKSTKSRKEKSRSPLRATTLESNVKKNNRVEFREPLVSYREIHGAPSNFSSSHLESKHVYCVDVNEEKTESGNWMIGSREERNIRSCDFESSQSSVINDTVVRFLNDRPAIDALQNSECLIRMGASMRTEEEMPNRTKGSENNLKLSVNNMAHDTDPKALRLTDSSPSSTSTSNSQRLDILKRRQHDVKLEKLKERIRKQWEHSEETN.... Result: 1 (interaction). (3) The miRNA is mmu-miR-466f-5p with sequence UACGUGUGUGUGCAUGUGCAUG. The protein sequence of the target gene is MAASAARGAAALRRSINQPVAFVRRIPWTAASSQLKEHFAQFGHVRRCILPFDKETGFHRGLGWVQFSSEEGLRNALQQENHIIDGVKVQVHTRRPKLPQTSDDEKKDF. Result: 0 (no interaction). (4) The miRNA is mmu-miR-99b-5p with sequence CACCCGUAGAACCGACCUUGCG. The protein sequence of the target gene is MVDIIFHYPFLGAMGDHSKKKPGTAMCVGCGSQIHDQFILRVSPDLEWHAACLKCAECSQYLDETCTCFVRDGKTYCKRDYVRLFGIKCAKCQVGFSSSDLVMRARDSVYHIECFRCSVCSRQLLPGDEFSLREHELLCRADHGLLLERAAAGSPRSPGPLPGARGLHLPDAGSGRQPALRPHVHKQTEKTTRVRTVLNEKQLHTLRTCYAANPRPDALMKEQLVEMTGLSPRVIRVWFQNKRCKDKKKSILMKQLQQQQHSDKTSLQGLTGTPLVAGSPIRHENAVQGSAVEVQTYQPP.... Result: 0 (no interaction). (5) The miRNA is dme-miR-79-3p with sequence UAAAGCUAGAUUACCAAAGCAU. The protein sequence of the target gene is MVGFGANRRAGRLPSLVLVVLLVVIVVLAFNYWSISSRHVLLQEEVAELQGQVQRTEVARGRLEKRNSDLLLLVDTHKKQIDQKEADYGRLSSRLQAREGLGKRCEDDKVKLQNNISYQMADIHHLKEQLAELRQEFLRQEDQLQDYRKNNTYLVKRLEYESFQCGQQMKELRAQHEENIKKLADQFLEEQKQETQKIQSNDGKELDINNQVVPKNIPKVAENVADKNEEPSSNHIPHGKEQIKRGGDAGMPGIEENDLAKVDDLPPALRKPPISVSQHESHQAISHLPTGQPLSPNMPP.... Result: 0 (no interaction). (6) The miRNA is hsa-miR-203a-3p with sequence GUGAAAUGUUUAGGACCACUAG. The protein sequence of the target gene is MAERQEEQRGSPPLRAEGKADAEVKLILYHWTHSFSSQKVRLVIAEKALKCEEHDVSLPLSEHNEPWFMRLNSTGEVPVLIHGENIICEATQIIDYLEQTFLDERTPRLMPDKESMYYPRVQHYRELLDSLPMDAYTHGCILHPELTVDSMIPAYATTRIRSQIGNTESELKKLAEENPDLQEAYIAKQKRLKSKLLDHDNVKYLKKILDELEKVLDQVETELQRRNEETPEEGQQPWLCGESFTLADVSLAVTLHRLKFLGFARRNWGNGKRPNLETYYERVLKRKTFNKVLGHVNNIL.... Result: 1 (interaction). (7) The miRNA is hsa-miR-670-5p with sequence GUCCCUGAGUGUAUGUGGUG. The protein sequence of the target gene is MSQATKRKHVVKEVLGEHIVPSDQQQIVRVLRTPGNNLHEVETAQGQRFLVSMPSKYRKNIWIKRGDFLIVDPIEEGEKVKAEISFVLCKDHVRSLQKEGFWPEAFSEVAEKHNNRNRQTQPELPAEPQLSGEESSSEDDSDLFVNTNRRQYHESEEESEEEEAA. Result: 1 (interaction). (8) The miRNA is mmu-miR-669a-5p with sequence AGUUGUGUGUGCAUGUUCAUGUCU. The protein sequence of the target gene is MPGPSPGLRRALLGLWAALGLGLFGLSAVSQEPFWADLQPRVAFVERGGSLWLNCSTNCPRPERGGLETSLRRNGTQRGLRWLARQLVDIREPETQPVCFFRCARRTLQARGLIRTFQRPDRVELMPLPPWQPVGENFTLSCRVPGAGPRASLTLTLLRGAQELIRRSFAGEPPRARGAVLTATVLARREDHGANFSCRAELDLRPHGLGLFENSSAPRELRTFSLSPDAPRLAAPRLLEVGSERPVSCTLDGLFPASEARVYLALGDQNLSPDVTLEGDAFVATATATASAEQEGARQL.... Result: 0 (no interaction). (9) The miRNA is mmu-miR-1251-5p with sequence ACUCUAGCUGCCAAAGGCGCU. The protein sequence of the target gene is MTNPMMSVSSLLTSGQQKVPMVPSPFGPPIVDRDVLSSSIAPTDPSQFCVPSQFGSSGLPNANMPNPLSSHFYSGWGILPPEPIKAVTTRNEMFERHHAARAEMEMYSLYQQRRMERVNPKGLSGLGIPLFYGSSCLGGPTGFQGRSTLPASDVHLHRSTFRHLQGNPILLATRPHFTECWGQKYRLRRGAVYQKPPESDTESFKSQAEEKSSSQMPTLSYEEEEYIKDPDIEVDNQQKPRVADGKPTTVPANPHGELHTHQRKPSSLEANAWDDGKGKPSEQVYEGCDGKNGVFRPVSI.... Result: 0 (no interaction).